Dataset: Full USPTO retrosynthesis dataset with 1.9M reactions from patents (1976-2016). Task: Predict the reactants needed to synthesize the given product. (1) Given the product [C:35](=[O:38])([S:37][C@H:6]1[C@@H:11]([CH3:12])[CH2:10][C@@H:9]([C:13]2[CH:18]=[CH:17][N:16]=[CH:15][C:14]=2[NH:19][C:20]([O:22][C:23]([CH3:24])([CH3:25])[CH3:26])=[O:21])[CH2:8][C@H:7]1[NH:27][C:28]([O:30][C:31]([CH3:32])([CH3:34])[CH3:33])=[O:29])[CH3:36], predict the reactants needed to synthesize it. The reactants are: CS(O[C@@H:6]1[C@@H:11]([CH3:12])[CH2:10][C@@H:9]([C:13]2[CH:18]=[CH:17][N:16]=[CH:15][C:14]=2[NH:19][C:20]([O:22][C:23]([CH3:26])([CH3:25])[CH3:24])=[O:21])[CH2:8][C@H:7]1[NH:27][C:28]([O:30][C:31]([CH3:34])([CH3:33])[CH3:32])=[O:29])(=O)=O.[C:35]([O-:38])(=[S:37])[CH3:36].[K+]. (2) Given the product [Cl:1][C:2]1[CH:3]=[C:4](/[CH:5]=[N:11]/[CH3:10])[CH:7]=[CH:8][CH:9]=1, predict the reactants needed to synthesize it. The reactants are: [Cl:1][C:2]1[CH:3]=[C:4]([CH:7]=[CH:8][CH:9]=1)[CH:5]=O.[CH3:10][NH2:11].